This data is from Catalyst prediction with 721,799 reactions and 888 catalyst types from USPTO. The task is: Predict which catalyst facilitates the given reaction. The catalyst class is: 116. Reactant: [CH3:1][Si:2]([C:5]#[CH:6])([CH3:4])[CH3:3].C([Li])CCC.[CH2:12]([O:14][C:15](=[O:27])[CH2:16][O:17][C:18]1[CH:23]=[CH:22][C:21]([Br:24])=[CH:20][C:19]=1[CH:25]=[O:26])[CH3:13].[NH4+].[Cl-]. Product: [CH2:12]([O:14][C:15](=[O:27])[CH2:16][O:17][C:18]1[CH:23]=[CH:22][C:21]([Br:24])=[CH:20][C:19]=1[CH:25]([OH:26])[C:6]#[C:5][Si:2]([CH3:4])([CH3:3])[CH3:1])[CH3:13].